Dataset: Forward reaction prediction with 1.9M reactions from USPTO patents (1976-2016). Task: Predict the product of the given reaction. (1) Given the reactants Br[C:2]1[CH:3]=[N:4][CH:5]=[C:6]([C@@H:8]2[CH2:12][CH2:11][CH2:10][N:9]2[C@@H:13]([C:15]2[CH:20]=[CH:19][C:18]([O:21][CH3:22])=[CH:17][CH:16]=2)[CH3:14])[CH:7]=1.C([Li])CCC.[F:28][C:29]1[CH:40]=[CH:39][C:32]([C:33](N(OC)C)=[O:34])=[CH:31][CH:30]=1, predict the reaction product. The product is: [F:28][C:29]1[CH:40]=[CH:39][C:32]([C:33]([C:2]2[CH:3]=[N:4][CH:5]=[C:6]([C@@H:8]3[CH2:12][CH2:11][CH2:10][N:9]3[C@@H:13]([C:15]3[CH:20]=[CH:19][C:18]([O:21][CH3:22])=[CH:17][CH:16]=3)[CH3:14])[CH:7]=2)=[O:34])=[CH:31][CH:30]=1. (2) Given the reactants [CH3:1][C:2]1[CH:37]=[CH:36][C:5]([CH2:6][NH:7][C:8]2[CH:13]=[CH:12][C:11]([S:14]([N:17]([CH2:27][C:28]3[CH:33]=[CH:32][C:31]([O:34][CH3:35])=[CH:30][CH:29]=3)[CH2:18][C:19]3[CH:24]=[CH:23][C:22]([O:25][CH3:26])=[CH:21][CH:20]=3)(=[O:16])=[O:15])=[CH:10][CH:9]=2)=[CH:4][CH:3]=1.[CH3:38][S:39]([CH:42]=[CH2:43])(=[O:41])=[O:40].[H-].[Na+], predict the reaction product. The product is: [CH3:38][S:39]([CH2:42][CH2:43][N:7]([CH2:6][C:5]1[CH:4]=[CH:3][C:2]([CH3:1])=[CH:37][CH:36]=1)[C:8]1[CH:9]=[CH:10][C:11]([S:14]([N:17]([CH2:18][C:19]2[CH:24]=[CH:23][C:22]([O:25][CH3:26])=[CH:21][CH:20]=2)[CH2:27][C:28]2[CH:29]=[CH:30][C:31]([O:34][CH3:35])=[CH:32][CH:33]=2)(=[O:15])=[O:16])=[CH:12][CH:13]=1)(=[O:41])=[O:40]. (3) Given the reactants [Br:1][CH2:2][C:3]1[CH:8]=[CH:7][CH:6]=[CH:5][C:4]=1[C:9]1[CH:14]=[CH:13][C:12]([Cl:15])=[CH:11][CH:10]=1.[C:16]1([P:22]([C:29]2[CH:34]=[CH:33][CH:32]=[CH:31][CH:30]=2)[C:23]2[CH:28]=[CH:27][CH:26]=[CH:25][CH:24]=2)[CH:21]=[CH:20][CH:19]=[CH:18][CH:17]=1, predict the reaction product. The product is: [Br-:1].[Cl:15][C:12]1[CH:13]=[CH:14][C:9]([C:4]2[CH:5]=[CH:6][CH:7]=[CH:8][C:3]=2[CH2:2][P+:22]([C:23]2[CH:24]=[CH:25][CH:26]=[CH:27][CH:28]=2)([C:29]2[CH:34]=[CH:33][CH:32]=[CH:31][CH:30]=2)[C:16]2[CH:17]=[CH:18][CH:19]=[CH:20][CH:21]=2)=[CH:10][CH:11]=1. (4) Given the reactants O1CCCC1.[Br:6][C:7]1[S:15][C:14]2[C:13]([N:16]3[CH2:21][CH2:20][NH:19][C:18]([CH3:23])([CH3:22])[CH2:17]3)=[N:12][CH:11]=[N:10][C:9]=2[CH:8]=1.[C:24]([O:28][C:29](O[C:29]([O:28][C:24]([CH3:27])([CH3:26])[CH3:25])=[O:30])=[O:30])([CH3:27])([CH3:26])[CH3:25].C(N(CC)C(C)C)(C)C, predict the reaction product. The product is: [Br:6][C:7]1[S:15][C:14]2[C:13]([N:16]3[CH2:21][CH2:20][N:19]([C:29]([O:28][C:24]([CH3:27])([CH3:26])[CH3:25])=[O:30])[C:18]([CH3:23])([CH3:22])[CH2:17]3)=[N:12][CH:11]=[N:10][C:9]=2[CH:8]=1. (5) The product is: [CH3:1][O:2][C:3](=[O:17])[C:4]1[CH:9]=[CH:8][C:7]([CH:10]=[O:11])=[CH:6][C:5]=1[O:12][CH2:13][CH2:14][CH2:15][CH3:16]. Given the reactants [CH3:1][O:2][C:3](=[O:17])[C:4]1[CH:9]=[CH:8][C:7]([CH2:10][OH:11])=[CH:6][C:5]=1[O:12][CH2:13][CH2:14][CH2:15][CH3:16].C(=O)(O)[O-].[Na+].CC(OI1(OC(C)=O)(OC(C)=O)OC(=O)C2C=CC=CC1=2)=O, predict the reaction product. (6) Given the reactants [Cl:1][C:2]1[CH:7]=[C:6]([Cl:8])[C:5]([O:9][CH3:10])=[CH:4][C:3]=1[NH:11][C:12]1[C:21]2[C:16](=[CH:17][C:18](I)=[C:19]([O:22][CH2:23][CH3:24])[CH:20]=2)[N:15]=[CH:14][C:13]=1[C:26]#[N:27].[CH2:28]([OH:32])[CH2:29][C:30]#[CH:31].C(OCC)(=O)C.O, predict the reaction product. The product is: [Cl:1][C:2]1[CH:7]=[C:6]([Cl:8])[C:5]([O:9][CH3:10])=[CH:4][C:3]=1[NH:11][C:12]1[C:21]2[C:16](=[CH:17][C:18]([C:31]#[C:30][CH2:29][CH2:28][OH:32])=[C:19]([O:22][CH2:23][CH3:24])[CH:20]=2)[N:15]=[CH:14][C:13]=1[C:26]#[N:27].